From a dataset of Full USPTO retrosynthesis dataset with 1.9M reactions from patents (1976-2016). Predict the reactants needed to synthesize the given product. (1) Given the product [CH2:32]([O:31][C:29](=[O:30])[CH2:28][N:13]1[C:12](=[O:15])[CH2:11][C:10]2[CH:16]=[CH:17][C:18]([Cl:20])=[CH:19][C:9]=2[CH:8]([C:3]2[CH:4]=[CH:5][CH:6]=[CH:7][C:2]=2[Br:1])[CH2:14]1)[CH3:33], predict the reactants needed to synthesize it. The reactants are: [Br:1][C:2]1[CH:7]=[CH:6][CH:5]=[CH:4][C:3]=1[CH:8]1[CH2:14][NH:13][C:12](=[O:15])[CH2:11][C:10]2[CH:16]=[CH:17][C:18]([Cl:20])=[CH:19][C:9]1=2.C(=O)([O-])[O-].[Cs+].[Cs+].Br[CH2:28][C:29]([O:31][CH2:32][CH3:33])=[O:30].O. (2) The reactants are: [OH:1][C:2]1[CH:9]=[CH:8][C:7]([C:10]2[O:14][N:13]=[C:12]([C:15]3[CH:23]=[CH:22][CH:21]=[C:20]4[C:16]=3[CH2:17][CH2:18][CH:19]4[NH:24][CH2:25][CH2:26][OH:27])[N:11]=2)=[CH:6][C:3]=1[C:4]#[N:5].C([O-])([O-])=O.[K+].[K+].Br[CH2:35][CH:36]([CH3:38])[CH3:37]. Given the product [OH:27][CH2:26][CH2:25][NH:24][CH:19]1[C:20]2[C:16](=[C:15]([C:12]3[N:11]=[C:10]([C:7]4[CH:8]=[CH:9][C:2]([O:1][CH2:35][CH:36]([CH3:38])[CH3:37])=[C:3]([CH:6]=4)[C:4]#[N:5])[O:14][N:13]=3)[CH:23]=[CH:22][CH:21]=2)[CH2:17][CH2:18]1, predict the reactants needed to synthesize it. (3) Given the product [O:13]1[CH2:14][C@@H:12]1[CH2:11][O:10][CH:8]([C:3]1[CH:4]=[CH:5][CH:6]=[CH:7][C:2]=1[C:26]1[CH:27]=[CH:28][C:23]([C:21]#[N:22])=[CH:24][CH:25]=1)[CH3:9], predict the reactants needed to synthesize it. The reactants are: Br[C:2]1[CH:7]=[CH:6][CH:5]=[CH:4][C:3]=1[CH:8]([O:10][CH2:11][C@H:12]1[CH2:14][O:13]1)[CH3:9].C(=O)([O-])[O-].[Na+].[Na+].[C:21]([C:23]1[CH:28]=[CH:27][C:26](B(O)O)=[CH:25][CH:24]=1)#[N:22]. (4) Given the product [NH2:2][C:66](=[O:68])[CH2:65][C:60]1[CH:61]=[CH:62][CH:63]=[CH:64][C:59]=1[CH2:58][CH2:57][C:55]1[C:54]([C:69]([F:72])([F:71])[F:70])=[CH:53][N:52]=[C:51]([NH:50][C:47]2[CH:48]=[CH:49][C:44]([CH:41]3[CH2:40][CH2:39][N:38]([C:36]([O:35][C:31]([CH3:33])([CH3:32])[CH3:34])=[O:37])[CH2:43][CH2:42]3)=[CH:45][CH:46]=2)[N:56]=1, predict the reactants needed to synthesize it. The reactants are: O[N:2]1C2C=CC=CC=2N=N1.CCN=C=NCCCN(C)C.C(N(CC)C(C)C)(C)C.[C:31]([O:35][C:36]([N:38]1[CH2:43][CH2:42][CH:41]([C:44]2[CH:49]=[CH:48][C:47]([NH:50][C:51]3[N:56]=[C:55]([CH2:57][CH2:58][C:59]4[CH:64]=[CH:63][CH:62]=[CH:61][C:60]=4[CH2:65][C:66]([O-:68])=O)[C:54]([C:69]([F:72])([F:71])[F:70])=[CH:53][N:52]=3)=[CH:46][CH:45]=2)[CH2:40][CH2:39]1)=[O:37])([CH3:34])([CH3:33])[CH3:32].[Li+].C(=O)([O-])[O-].[NH4+].[NH4+]. (5) The reactants are: S(=O)(=O)(O)O.[Br:6][C:7]1[CH:12]=[CH:11][C:10]([NH:13][C:14](=[O:16])[CH3:15])=[CH:9][C:8]=1[C:17]([F:20])([F:19])[F:18].[N+:21]([O-])([OH:23])=[O:22].C(=O)(O)[O-].[Na+]. Given the product [Br:6][C:7]1[C:8]([C:17]([F:18])([F:19])[F:20])=[CH:9][C:10]([NH:13][C:14](=[O:16])[CH3:15])=[C:11]([N+:21]([O-:23])=[O:22])[CH:12]=1, predict the reactants needed to synthesize it. (6) Given the product [ClH:24].[NH2:25][CH:14]([C:11]1[CH:12]=[CH:13][C:8]([CH2:7][C:6]([O:5][C:1]([CH3:4])([CH3:3])[CH3:2])=[O:18])=[CH:9][CH:10]=1)[CH2:15][CH3:16], predict the reactants needed to synthesize it. The reactants are: [C:1]([O:5][C:6](=[O:18])[CH2:7][C:8]1[CH:13]=[CH:12][C:11]([C:14](=O)[CH2:15][CH3:16])=[CH:10][CH:9]=1)([CH3:4])([CH3:3])[CH3:2].C([O-])(=O)C.[Na+].[ClH:24].[NH2:25]O.O.